The task is: Predict which catalyst facilitates the given reaction.. This data is from Catalyst prediction with 721,799 reactions and 888 catalyst types from USPTO. Reactant: [NH2:1][C:2]1[NH:3][C:4](=O)[C:5]2[C:10]3[CH2:11][CH2:12][CH2:13][CH2:14][C:9]=3[S:8][C:6]=2[N:7]=1.O=P(Cl)(Cl)[Cl:18].C(Cl)(Cl)Cl. Product: [Cl:18][C:4]1[C:5]2[C:10]3[CH2:11][CH2:12][CH2:13][CH2:14][C:9]=3[S:8][C:6]=2[N:7]=[C:2]([NH2:1])[N:3]=1. The catalyst class is: 152.